Predict the reactants needed to synthesize the given product. From a dataset of Full USPTO retrosynthesis dataset with 1.9M reactions from patents (1976-2016). Given the product [Cl:1][C:2]1[CH:3]=[C:4]([CH:16]=[CH:17][C:18]=1[F:19])[O:5][C:6]1[CH:13]=[CH:12][C:11]([CH2:14][O:15][C:21]2[CH:31]=[C:25]3[N:26]([CH3:30])[CH2:27][CH2:28][CH2:29][N:24]3[C:23](=[O:32])[N:22]=2)=[CH:10][C:7]=1[C:8]#[N:9], predict the reactants needed to synthesize it. The reactants are: [Cl:1][C:2]1[CH:3]=[C:4]([CH:16]=[CH:17][C:18]=1[F:19])[O:5][C:6]1[CH:13]=[CH:12][C:11]([CH2:14][OH:15])=[CH:10][C:7]=1[C:8]#[N:9].Cl[C:21]1[CH:31]=[C:25]2[N:26]([CH3:30])[CH2:27][CH2:28][CH2:29][N:24]2[C:23](=[O:32])[N:22]=1.